This data is from Catalyst prediction with 721,799 reactions and 888 catalyst types from USPTO. The task is: Predict which catalyst facilitates the given reaction. (1) Reactant: Cl[C:2]1[C:3]2[CH:20]=[CH:19][N:18]([CH2:21][C:22]([N:24]([CH3:26])[CH3:25])=[O:23])[C:4]=2[N:5]=[C:6]([S:8]([C:11]2[CH:16]=[CH:15][C:14]([F:17])=[CH:13][CH:12]=2)(=[O:10])=[O:9])[N:7]=1.[NH2:27][C:28]1[CH:32]=[CH:31][NH:30][N:29]=1.[I-].[Na+].CCN(C(C)C)C(C)C. Product: [NH:30]1[CH:31]=[CH:32][C:28]([NH:27][C:2]2[C:3]3[CH:20]=[CH:19][N:18]([CH2:21][C:22]([N:24]([CH3:26])[CH3:25])=[O:23])[C:4]=3[N:5]=[C:6]([S:8]([C:11]3[CH:16]=[CH:15][C:14]([F:17])=[CH:13][CH:12]=3)(=[O:10])=[O:9])[N:7]=2)=[N:29]1. The catalyst class is: 3. (2) Reactant: [NH2:1][C:2]1[CH:7]=[CH:6][C:5]([Cl:8])=[CH:4][C:3]=1[C:9]([C:11]1[CH:16]=[CH:15][C:14]([Br:17])=[CH:13][CH:12]=1)=[O:10].[C:18](N1C=CN=C1)([N:20]1[CH:24]=[CH:23][N:22]=[CH:21]1)=[O:19].CCOCC.O. Product: [Cl:8][C:5]1[CH:6]=[CH:7][C:2]([NH:1][C:18]([N:20]2[CH:24]=[CH:23][N:22]=[CH:21]2)=[O:19])=[C:3]([C:9](=[O:10])[C:11]2[CH:16]=[CH:15][C:14]([Br:17])=[CH:13][CH:12]=2)[CH:4]=1. The catalyst class is: 2. (3) Reactant: [C:1](=[O:4])([O-:3])[O-:2].[Na+:5].[Na+].[OH:7][OH:8]. Product: [O:7]=[O:8].[C:1](=[O:2])([O-:4])[O-:3].[Na+:5].[Na+:5].[OH:7][OH:8]. The catalyst class is: 6. (4) Reactant: [CH3:1][CH:2]([CH2:6][CH3:7])[C:3](Cl)=[O:4].[NH2:8][C:9]1[CH:14]=[CH:13][C:12]([N:15]2[C:28](=[O:29])[C:18]3=[CH:19][NH:20][C:21]4[C:22]([F:27])=[CH:23][CH:24]=[CH:25][C:26]=4[C:17]3=[N:16]2)=[CH:11][CH:10]=1.C(N(CC)CC)C. Product: [F:27][C:22]1[C:21]2[NH:20][CH:19]=[C:18]3[C:28](=[O:29])[N:15]([C:12]4[CH:13]=[CH:14][C:9]([NH:8][C:3](=[O:4])[CH:2]([CH3:1])[CH2:6][CH3:7])=[CH:10][CH:11]=4)[N:16]=[C:17]3[C:26]=2[CH:25]=[CH:24][CH:23]=1. The catalyst class is: 119.